Dataset: Forward reaction prediction with 1.9M reactions from USPTO patents (1976-2016). Task: Predict the product of the given reaction. The product is: [F:8][C:9]1[CH:10]=[CH:11][CH:12]=[C:13]2[C:17]=1[NH:16][CH:15]=[C:14]2[C:25](=[O:26])[CH:33]([NH:32][C:31]1[CH:42]=[CH:43][CH:44]=[C:29]([O:28][CH3:27])[CH:30]=1)[C:34]1[CH:35]=[N:36][C:37]([O:40][CH3:41])=[CH:38][CH:39]=1. Given the reactants C(N(CC)CC)C.[F:8][C:9]1[CH:10]=[CH:11][CH:12]=[C:13]2[C:17]=1[N:16](C(OC(C)(C)C)=O)[CH:15]=[C:14]2[CH:25]=[O:26].[CH3:27][O:28][C:29]1[CH:30]=[C:31]([CH:42]=[CH:43][CH:44]=1)[N:32]=[CH:33][C:34]1[CH:35]=[N:36][C:37]([O:40][CH3:41])=[CH:38][CH:39]=1, predict the reaction product.